Dataset: Full USPTO retrosynthesis dataset with 1.9M reactions from patents (1976-2016). Task: Predict the reactants needed to synthesize the given product. (1) The reactants are: [H-].C([Al+]CC(C)C)C(C)C.[O:11]=[S:12]1(=[O:35])[N:20]([C:21]2[CH:28]=[CH:27][C:24]([C:25]#[N:26])=[C:23]([C:29]([F:32])([F:31])[F:30])[CH:22]=2)[C:19](=[O:33])[C@@H:18]2[C@H:13]1[C@H:14]1[CH2:34][C@@H:17]2[CH:16]=[CH:15]1. Given the product [OH:33][CH:19]1[C@@H:18]2[C@@H:13]([C@H:14]3[CH2:34][C@@H:17]2[CH:16]=[CH:15]3)[S:12](=[O:35])(=[O:11])[N:20]1[C:21]1[CH:28]=[CH:27][C:24]([C:25]#[N:26])=[C:23]([C:29]([F:31])([F:30])[F:32])[CH:22]=1, predict the reactants needed to synthesize it. (2) Given the product [Cl:1][C:2]1[CH:3]=[C:4]([I:17])[C:5]([CH3:11])=[C:6]([CH:10]=1)[C:7]([OH:9])=[O:8], predict the reactants needed to synthesize it. The reactants are: [Cl:1][C:2]1[CH:3]=[CH:4][C:5]([CH3:11])=[C:6]([CH:10]=1)[C:7]([OH:9])=[O:8].S(=O)(=O)(O)O.[I:17]N1C(C)(C)C(=O)N(I)C1=O. (3) Given the product [Cl:1][C:2]1[CH:7]=[C:6]([NH:15][CH3:14])[C:5]([C:9]([O:11][CH2:12][CH3:13])=[O:10])=[CH:4][N:3]=1, predict the reactants needed to synthesize it. The reactants are: [Cl:1][C:2]1[CH:7]=[C:6](Cl)[C:5]([C:9]([O:11][CH2:12][CH3:13])=[O:10])=[CH:4][N:3]=1.[CH3:14][NH2:15]. (4) Given the product [CH2:27]([O:29][C:21](=[O:22])[NH:13][CH2:12][CH2:11][CH2:10][CH2:9][N:6]1[CH2:5][CH2:4][CH:3]([O:2][CH3:1])[CH2:8][CH2:7]1)[C:28]1[CH:7]=[CH:8][CH:3]=[CH:4][CH:5]=1, predict the reactants needed to synthesize it. The reactants are: [CH3:1][O:2][CH:3]1[CH2:8][CH2:7][N:6]([CH2:9][CH2:10][CH2:11][CH2:12][N:13]2[C:21](=[O:22])C3C(=CC=CC=3)C2=O)[CH2:5][CH2:4]1.O.NN.[CH2:27]([OH:29])[CH3:28]. (5) Given the product [CH3:1][C@@H:2]1[N:7]([C:22](=[O:23])[CH2:21][C:15]2[CH:20]=[CH:19][CH:18]=[CH:17][CH:16]=2)[CH2:6][CH2:5][N:4]([C:8]([O:10][C:11]([CH3:13])([CH3:12])[CH3:14])=[O:9])[CH2:3]1, predict the reactants needed to synthesize it. The reactants are: [CH3:1][C@@H:2]1[NH:7][CH2:6][CH2:5][N:4]([C:8]([O:10][C:11]([CH3:14])([CH3:13])[CH3:12])=[O:9])[CH2:3]1.[C:15]1([CH2:21][C:22](O)=[O:23])[CH:20]=[CH:19][CH:18]=[CH:17][CH:16]=1.CCN(C(C)C)C(C)C.CN(C(ON1N=NC2C=CC=NC1=2)=[N+](C)C)C.F[P-](F)(F)(F)(F)F.